Dataset: Full USPTO retrosynthesis dataset with 1.9M reactions from patents (1976-2016). Task: Predict the reactants needed to synthesize the given product. (1) Given the product [Cl:1][C:2]1[N:3]=[C:4]([NH:22][C:23]2[CH:28]=[CH:27][C:26]([O:29][CH3:30])=[CH:25][CH:24]=2)[C:5]2[C:10]([C:31]#[N:32])=[CH:9][N:8]([S:12]([C:15]3[CH:21]=[CH:20][C:18]([CH3:19])=[CH:17][CH:16]=3)(=[O:14])=[O:13])[C:6]=2[N:7]=1, predict the reactants needed to synthesize it. The reactants are: [Cl:1][C:2]1[N:3]=[C:4]([NH:22][C:23]2[CH:28]=[CH:27][C:26]([O:29][CH3:30])=[CH:25][CH:24]=2)[C:5]2[C:10](I)=[CH:9][N:8]([S:12]([C:15]3[CH:21]=[CH:20][C:18]([CH3:19])=[CH:17][CH:16]=3)(=[O:14])=[O:13])[C:6]=2[N:7]=1.[CH3:31][N:32](C=O)C. (2) Given the product [F:11][CH2:12][CH:13]([OH:14])[CH:18]([N+:15]([O-:17])=[O:16])[CH2:19][CH2:20][C:21]([NH2:23])=[O:22], predict the reactants needed to synthesize it. The reactants are: C(Cl)(=O)C(Cl)=O.CS(C)=O.[F:11][CH2:12][CH2:13][OH:14].[N+:15]([CH2:18][CH2:19][CH2:20][C:21]([NH2:23])=[O:22])([O-:17])=[O:16]. (3) Given the product [F:1][C:2]1[C:3]([NH:11][CH2:12][C:13]2[CH:18]=[C:17]([C:19]3[CH:24]=[CH:23][CH:22]=[C:21]([F:25])[CH:20]=3)[CH:16]=[CH:15][C:14]=2[F:26])=[C:4]([F:10])[C:5]([CH3:9])=[CH:6][C:7]=1[OH:8], predict the reactants needed to synthesize it. The reactants are: [F:1][C:2]1[C:7]([OH:8])=[CH:6][C:5]([CH3:9])=[C:4]([F:10])[C:3]=1[NH:11][C:12](=O)[C:13]1[CH:18]=[C:17]([C:19]2[CH:24]=[CH:23][CH:22]=[C:21]([F:25])[CH:20]=2)[CH:16]=[CH:15][C:14]=1[F:26]. (4) Given the product [Br:5][C:6]1[CH:7]=[CH:8][C:9]([F:42])=[C:10]([C@:12]23[CH2:21][O:20][C@@H:19]([C:22]4[CH:23]=[N:3][N:2]([CH3:1])[CH:28]=4)[CH2:18][C@H:17]2[CH2:16][S:15][C:14]([NH2:33])=[N:13]3)[CH:11]=1, predict the reactants needed to synthesize it. The reactants are: [CH3:1][NH:2][NH2:3].O.[Br:5][C:6]1[CH:7]=[CH:8][C:9]([F:42])=[C:10]([C@:12]23[CH2:21][O:20][C@@H:19]([CH:22]([CH:28](OC)OC)[CH:23](OC)OC)[CH2:18][C@H:17]2[CH2:16][S:15][C:14]([NH:33]C(=O)C2C=CC=CC=2)=[N:13]3)[CH:11]=1.S(=O)(=O)(O)O. (5) Given the product [CH3:2][N:3]([CH3:33])[C:4]([C:6]1[N:27]([CH:28]2[CH2:32][CH2:31][CH2:30][CH2:29]2)[C:9]2[N:10]=[C:11]([NH:14][C:15]3[CH:20]=[CH:19][C:18]([N:21]4[CH2:22][CH2:23][N:24]([C:37](=[O:38])[CH2:36][N:35]([CH3:40])[CH3:34])[CH2:25][CH2:26]4)=[CH:17][N:16]=3)[N:12]=[CH:13][C:8]=2[CH:7]=1)=[O:5], predict the reactants needed to synthesize it. The reactants are: Cl.[CH3:2][N:3]([CH3:33])[C:4]([C:6]1[N:27]([CH:28]2[CH2:32][CH2:31][CH2:30][CH2:29]2)[C:9]2[N:10]=[C:11]([NH:14][C:15]3[CH:20]=[CH:19][C:18]([N:21]4[CH2:26][CH2:25][NH:24][CH2:23][CH2:22]4)=[CH:17][N:16]=3)[N:12]=[CH:13][C:8]=2[CH:7]=1)=[O:5].[CH3:34][N:35]([CH3:40])[CH2:36][C:37](O)=[O:38].C(N(C(C)C)CC)(C)C.CN(C(ON1N=NC2C=CC=CC1=2)=[N+](C)C)C.[B-](F)(F)(F)F. (6) Given the product [CH:10]1([C:9]2[C:14]3[CH:15]=[CH:16][CH:17]=[C:18]([B:40]4[O:41][C:42]([CH3:44])([CH3:43])[C:38]([CH3:45])([CH3:37])[O:39]4)[C:19]=3[O:20][N:32]=2)[CH2:11][CH2:12]1, predict the reactants needed to synthesize it. The reactants are: C1(P(C2CCCCC2)C2C=[CH:12][CH:11]=[CH:10][C:9]=2[C:14]2[C:19]([O:20]C)=[CH:18][CH:17]=[CH:16][C:15]=2OC)CCCCC1.C([N:32](CC)CC)C.[CH3:37][C:38]1([CH3:45])[C:42]([CH3:44])([CH3:43])[O:41][BH:40][O:39]1.